From a dataset of Reaction yield outcomes from USPTO patents with 853,638 reactions. Predict the reaction yield, written as a fraction of the theoretical maximum amount of product (1.0 means a 100% yield; for example, 0.34 means a 34% yield). (1) The reactants are C(O[Na])C.[OH:5][C:6]1[CH:13]=[CH:12][C:9]([CH:10]=[O:11])=[CH:8][CH:7]=1.Br[C:15]([CH3:22])([CH3:21])[C:16]([O:18][CH2:19][CH3:20])=[O:17]. The catalyst is C(O)C. The product is [CH:10]([C:9]1[CH:12]=[CH:13][C:6]([O:5][C:15]([CH3:22])([CH3:21])[C:16]([O:18][CH2:19][CH3:20])=[O:17])=[CH:7][CH:8]=1)=[O:11]. The yield is 0.419. (2) The reactants are [Cl:1][C:2]1[CH:3]=[C:4]([CH:29]=[CH:30][C:31]=1[O:32][CH2:33][C:34]1[CH:39]=[CH:38][CH:37]=[CH:36][N:35]=1)[NH:5][C:6]1[C:15]2[C:10](=[CH:11][C:12]([O:24][CH2:25][CH3:26])=[C:13]([NH:16][C:17](=[O:23])/[CH:18]=[CH:19]/[CH2:20][NH:21][CH3:22])[CH:14]=2)[N:9]=[CH:8][C:7]=1[C:27]#[N:28]. The catalyst is CO.C(Cl)Cl. The product is [ClH:1].[Cl:1][C:2]1[CH:3]=[C:4]([CH:29]=[CH:30][C:31]=1[O:32][CH2:33][C:34]1[CH:39]=[CH:38][CH:37]=[CH:36][N:35]=1)[NH:5][C:6]1[C:15]2[C:10](=[CH:11][C:12]([O:24][CH2:25][CH3:26])=[C:13]([NH:16][C:17](=[O:23])/[CH:18]=[CH:19]/[CH2:20][NH:21][CH3:22])[CH:14]=2)[N:9]=[CH:8][C:7]=1[C:27]#[N:28]. The yield is 0.900. (3) The reactants are [C:1]([O:5][C:6]([N:8]([CH2:13][C:14]([OH:16])=[O:15])[CH2:9][C:10]([OH:12])=O)=[O:7])([CH3:4])([CH3:3])[CH3:2].C1CCC(N=C=NC2CCCCC2)CC1. The catalyst is ClCCl. The product is [C:1]([O:5][C:6]([N:8]1[CH2:9][C:10](=[O:12])[O:16][C:14](=[O:15])[CH2:13]1)=[O:7])([CH3:2])([CH3:3])[CH3:4]. The yield is 0.990. (4) The reactants are [CH3:1][C:2]1([CH3:38])[CH2:13][C:12]2[S:11][C:10]3[C:9](=[O:14])[N:8]([C:15]4[C:20]([CH:21]=[O:22])=[C:19]([C:23]5[CH:28]=[C:27]([NH:29][C:30]6[CH:35]=[N:34][CH:33]=[CH:32][N:31]=6)[C:26](=[O:36])[N:25]([CH3:37])[CH:24]=5)[CH:18]=[CH:17][N:16]=4)[CH2:7][CH2:6][C:5]=3[C:4]=2[CH2:3]1.[BH4-].[Na+]. The catalyst is CO. The product is [OH:22][CH2:21][C:20]1[C:15]([N:8]2[CH2:7][CH2:6][C:5]3[C:4]4[CH2:3][C:2]([CH3:1])([CH3:38])[CH2:13][C:12]=4[S:11][C:10]=3[C:9]2=[O:14])=[N:16][CH:17]=[CH:18][C:19]=1[C:23]1[CH:28]=[C:27]([NH:29][C:30]2[CH:35]=[N:34][CH:33]=[CH:32][N:31]=2)[C:26](=[O:36])[N:25]([CH3:37])[CH:24]=1. The yield is 0.350. (5) The reactants are Cl.[Br:2][C:3]1[CH:8]=[CH:7][C:6]([O:9]N)=[CH:5][CH:4]=1.[C:11]1(=O)[CH2:16][CH2:15][CH2:14][C:13](=[O:17])[CH2:12]1. No catalyst specified. The product is [Br:2][C:3]1[CH:8]=[CH:7][C:6]2[O:9][C:11]3[CH2:16][CH2:15][CH2:14][C:13](=[O:17])[C:12]=3[C:5]=2[CH:4]=1. The yield is 0.350. (6) The reactants are [OH-].[Na+].[CH3:3][O:4][CH2:5][CH2:6][O:7][CH2:8][O:9][C:10]1[CH:19]=[CH:18][C:13]([C:14]([O:16]C)=[O:15])=[CH:12][CH:11]=1.Cl. The catalyst is O1CCCC1.O.CO.C(OCC)(=O)C. The product is [CH3:3][O:4][CH2:5][CH2:6][O:7][CH2:8][O:9][C:10]1[CH:19]=[CH:18][C:13]([C:14]([OH:16])=[O:15])=[CH:12][CH:11]=1. The yield is 0.950. (7) The reactants are [Cl:1][C:2]1[C:7]([Cl:8])=[CH:6][CH:5]=[CH:4][C:3]=1[C:9]1[N:14]=[N:13][C:12]([NH2:15])=[N:11][C:10]=1[NH2:16].Cl[CH:18]([C:21]1([C:24]2[CH:25]=[C:26]3[C:31](=[CH:32][CH:33]=2)[N:30]=[CH:29][CH:28]=[CH:27]3)[CH2:23][CH2:22]1)[CH:19]=O. The catalyst is C(O)C. The product is [Cl:1][C:2]1[C:7]([Cl:8])=[CH:6][CH:5]=[CH:4][C:3]=1[C:9]1[C:10]([NH2:16])=[N:11][C:12]2[N:13]([C:18]([C:21]3([C:24]4[CH:25]=[C:26]5[C:31](=[CH:32][CH:33]=4)[N:30]=[CH:29][CH:28]=[CH:27]5)[CH2:23][CH2:22]3)=[CH:19][N:15]=2)[N:14]=1. The yield is 0.350. (8) The reactants are [CH2:1]([O:3][C:4]1[CH:5]=[C:6]([C:10]([CH3:14])([CH3:13])[C:11]#[N:12])[CH:7]=[CH:8][CH:9]=1)[CH3:2].[I:15]Cl. The catalyst is C(O)(=O)C. The product is [CH2:1]([O:3][C:4]1[CH:5]=[C:6]([C:10]([CH3:13])([CH3:14])[C:11]#[N:12])[CH:7]=[CH:8][C:9]=1[I:15])[CH3:2]. The yield is 0.510. (9) The reactants are [Cl:1][C:2]1[CH:3]=[C:4]([N:21]2C(=O)C3C(=CC=CC=3)C2=O)[CH:5]=[C:6]([Cl:20])[C:7]=1[O:8][C:9]1[CH:14]=[C:13]([CH:15]([CH3:17])[CH3:16])[C:12](=[O:18])[N:11]([CH3:19])[N:10]=1.C(N)CCC.O. The catalyst is CO. The product is [NH2:21][C:4]1[CH:5]=[C:6]([Cl:20])[C:7]([O:8][C:9]2[CH:14]=[C:13]([CH:15]([CH3:16])[CH3:17])[C:12](=[O:18])[N:11]([CH3:19])[N:10]=2)=[C:2]([Cl:1])[CH:3]=1. The yield is 0.744. (10) The reactants are [C:1]([C:3]1[N:4]=[C:5]([C:21]([OH:23])=O)[C:6]2[C:11]([C:12]=1[C:13]1[CH:18]=[CH:17][CH:16]=[CH:15][N:14]=1)=[CH:10][C:9]([O:19][CH3:20])=[CH:8][CH:7]=2)#[N:2].[Cl-].[O:25]1[CH2:29][CH2:28][CH:27]([NH3+:30])[CH2:26]1.C(Cl)CCl.C1C=NC2N(O)N=NC=2C=1.CCN(C(C)C)C(C)C. The catalyst is CN(C=O)C. The product is [C:1]([C:3]1[N:4]=[C:5]([C:21]([NH:30][CH:27]2[CH2:28][CH2:29][O:25][CH2:26]2)=[O:23])[C:6]2[C:11]([C:12]=1[C:13]1[CH:18]=[CH:17][CH:16]=[CH:15][N:14]=1)=[CH:10][C:9]([O:19][CH3:20])=[CH:8][CH:7]=2)#[N:2]. The yield is 0.550.